The task is: Predict the reactants needed to synthesize the given product.. This data is from Full USPTO retrosynthesis dataset with 1.9M reactions from patents (1976-2016). Given the product [CH:1]1([S:2]([NH:23][C@H:22]([C:21]([NH:20][C@H:17]2[C@H:15]3[C@H:14]([CH2:13][N:12]([CH2:11][C:10]4[CH:29]=[CH:30][CH:31]=[C:8]([C:7]([F:32])([F:6])[F:33])[CH:9]=4)[CH2:16]3)[CH2:19][CH2:18]2)=[O:28])[CH2:24][CH:25]([CH3:26])[CH3:27])(=[O:4])=[O:3])[CH2:37][CH2:36]1, predict the reactants needed to synthesize it. The reactants are: [CH3:1][S:2](Cl)(=[O:4])=[O:3].[F:6][C:7]([F:33])([F:32])[C:8]1[CH:9]=[C:10]([CH:29]=[CH:30][CH:31]=1)[CH2:11][N:12]1[CH2:16][C@H:15]2[C@H:17]([NH:20][C:21](=[O:28])[C@H:22]([CH2:24][CH:25]([CH3:27])[CH3:26])[NH2:23])[CH2:18][CH2:19][C@H:14]2[CH2:13]1.CN[C@H:36](C(N[C@@H]1[C@H]2[C@H](CN(CC3C=CC=C(C(F)(F)F)C=3)C2)CC1)=O)[CH2:37]C(C)C.